This data is from Forward reaction prediction with 1.9M reactions from USPTO patents (1976-2016). The task is: Predict the product of the given reaction. Given the reactants Br[C:2]1[CH:3]=[C:4]([C@:9]2([CH3:19])[CH2:14][CH2:13][S:12][C:11]([NH:15][C:16](=[O:18])[CH3:17])=[N:10]2)[CH:5]=[CH:6][C:7]=1[F:8].[F:20][C:21]1[C:26]([Sn](CCCC)(CCCC)CCCC)=[N:25][CH:24]=[CH:23][N:22]=1.[Cl-].[Li+], predict the reaction product. The product is: [F:8][C:7]1[CH:6]=[CH:5][C:4]([C@:9]2([CH3:19])[CH2:14][CH2:13][S:12][C:11]([NH:15][C:16](=[O:18])[CH3:17])=[N:10]2)=[CH:3][C:2]=1[C:26]1[C:21]([F:20])=[N:22][CH:23]=[CH:24][N:25]=1.